This data is from Reaction yield outcomes from USPTO patents with 853,638 reactions. The task is: Predict the reaction yield, written as a fraction of the theoretical maximum amount of product (1.0 means a 100% yield; for example, 0.34 means a 34% yield). The reactants are B(Br)(Br)Br.[Br:5][C:6]1[CH:32]=[CH:31][C:9]([CH2:10][N:11]2[C:15]3[CH:16]=[CH:17][C:18]([O:20]C)=[CH:19][C:14]=3[N:13]=[C:12]2[CH2:22][C:23]([CH3:30])([CH3:29])[C:24]([O:26][CH2:27][CH3:28])=[O:25])=[CH:8][CH:7]=1. The catalyst is C(Cl)Cl. The product is [Br:5][C:6]1[CH:7]=[CH:8][C:9]([CH2:10][N:11]2[C:15]3[CH:16]=[CH:17][C:18]([OH:20])=[CH:19][C:14]=3[N:13]=[C:12]2[CH2:22][C:23]([CH3:29])([CH3:30])[C:24]([O:26][CH2:27][CH3:28])=[O:25])=[CH:31][CH:32]=1. The yield is 0.770.